Dataset: Experimentally validated miRNA-target interactions with 360,000+ pairs, plus equal number of negative samples. Task: Binary Classification. Given a miRNA mature sequence and a target amino acid sequence, predict their likelihood of interaction. (1) The miRNA is rno-miR-190a-5p with sequence UGAUAUGUUUGAUAUAUUAGGU. The protein sequence of the target gene is MAFTFAAFCYMLTLVLCASLIFFVIWHIIAFDELRTDFKNPIDQGNPARARERLKNIERICCLLRKLVVPEYSIHGLFCLMFLCAAEWVTLGLNIPLLFYHLWRYFHRPADGSEVMYDAVSIMNADILNYCQKESWCKLAFYLLSFFYYLYSMVYTLVSF. Result: 0 (no interaction). (2) The miRNA is mmu-miR-7001-3p with sequence CGCUCACACUCCCUCUGCAG. The protein sequence of the target gene is MRGAGGPRGPRGPAKMLLLLALACASPFPEEAPGPGGAGGPGGGLGGARPLNVALVFSGPAYAAEAARLGPAVAAAVRSPGLDVRPVALVLNGSDPRSLVLQLCDLLSGLRVHGVVFEDDSRAPAVAPILDFLSAQTSLPIVAVHGGAALVLTPKEKGSTFLQLGSSTEQQLQVIFEVLEEYDWTSFVAVTTRAPGHRAFLSYIEVLTDGSLVGWEHRGALTLDPGAGEAVLSAQLRSVSAQIRLLFCAREEAEPVFRAAEEAGLTGSGYVWFMVGPQLAGGGGSGAPGEPPLLPGGAPL.... Result: 0 (no interaction). (3) The miRNA is hsa-miR-5588-3p with sequence AAGUCCCACUAAUGCCAGC. The protein sequence of the target gene is MPVQAAQWTEFLSCPICYNEFDENVHKPISLGCSHTVCKTCLNKLHRKACPFDQTAINTDIDVLPVNFALLQLVGAQVPDHQSIKLSNLGENKHYEVAKKCVEDLALYLKPLSGGKGVASLNQSALSRPMQRKLVTLVNCQLVEEEGRVRAMRAARSLGERTVTELILQHQNPQQLSANLWAAVRARGCQFLGPAMQEEALKLVLLALEDGSALSRKVLVLFVVQRLEPRFPQASKTSIGHVVQLLYRASCFKVTKRDEDSSLMQLKEEFRSYEALRREHDAQIVHIAMEAGLRISPEQW.... Result: 0 (no interaction). (4) The miRNA is hsa-miR-877-3p with sequence UCCUCUUCUCCCUCCUCCCAG. The protein sequence of the target gene is MAEEFVTLKDVGMDFTLGDWEQLGLEQGDTFWDTALDNCQDLFLLDPPRPNLTSHPDGSEDLEPLAGGSPEATSPDVTETKNSPLMEDFFEEGFSQEIIEMLSKDGFWNSNFGEACIEDTWLDSLLGDPESLLRSDIATNGESPTECKSHELKRGLSPVSTVSTGEDSMVHNVSEKTLTPAKSKEYRGEFFSYSDHSQQDSVQEGEKPYQCSECGKSFSGSYRLTQHWITHTREKPTVHQECEQGFDRNASLSVYPKTHTGYKFYVCNEYGTTFSQSTYLWHQKTHTGEKPCKSQDSDHP.... Result: 1 (interaction). (5) The miRNA is hsa-miR-4511 with sequence GAAGAACUGUUGCAUUUGCCCU. The protein sequence of the target gene is MSRGSIEIPLRDTDEVIELDFDQLPEGDEVISILKQEHTQLHIWIALALEYYKQGKTEEFVKLLEAARIDGNLDYRDHEKDQMTCLDTLAAYYVQQARKEKNKDNKKDLITQATLLYTMADKIIMYDQNHLLGRACFCLLEGDKMDQADAQFHFVLNQSPNNIPALLGKACISFNKKDYRGALAYYKKALRTNPGCPAEVRLGMGHCFVKLNKLEKARLAFSRALELNSKCVGALVGLAVLELNNKEADSIKNGVQLLSRAYTIDPSNPMVLNHLANHFFFKKDYSKVQHLALHAFHNTE.... Result: 0 (no interaction). (6) Result: 0 (no interaction). The miRNA is hsa-miR-4460 with sequence AUAGUGGUUGUGAAUUUACCUU. The protein sequence of the target gene is MWVLGIAATFCGLFWLPGLALQIQCYQCEEFQLNNDCSSPEFIVNCTVNVQDMCQKEVMEQSAGIMYRKSCASSAACLIASAGYQSFCSPGKLNSVCISCCNTPLCNGPRPKKRGSSASAIRPGLLTTLLFFHLALCLAHC. (7) The miRNA is hsa-miR-8052 with sequence CGGGACUGUAGAGGGCAUGAGC. The protein sequence of the target gene is MSLERELRQLSKAKAKAQRAGQRREEAALCHQLGELLAGHGRYAEALEQHWQELQLRERADDPLGCAVAHRKIGERLAEMEDYPAALQHQHQYLELAHSLRNHTELQRAWATIGRTHLDIYDHCQSRDALLQAQAAFEKSLAIVDEELEGTLAQGELNEMRTRLYLNLGLTFESLQQTALCNDYFRKSIFLAEQNHLYEDLFRARYNLGTIHWRAGQHSQAMRCLEGARECAHTMRKRFMESECCVVIAQVLQDLGDFLAAKRALKKAYRLGSQKPVQRAAICQNLQHVLAVVRLQQQLE.... Result: 1 (interaction). (8) The miRNA is hsa-miR-4433a-3p with sequence ACAGGAGUGGGGGUGGGACAU. The protein sequence of the target gene is MGQLCWLPLLAPLLLLRPPGVQSAGPIRAFVVPHSHMDVGWVYTVQESMRAYAANVYTSVVEELARGQQRRFIAVEQEFFRLWWDGVASDQQKYQVRQLLEEGRLEFVIGGQVMHDEAVTHLDDQILQLTEGHGFLYETFGIRPQFSWHVDPFGASATTPTLFALAGFNAHLGSRIDYDLKAAMQEARGLQFVWRGSPSLSERQEIFTHIMDQYSYCTPSHIPFSNRSGFYWNGVAVFPKPPQDGVYPNMSEPVTPANINLYAEALVANVKQRAAWFRTPHVLWPWGCDKQFFNASVQFA.... Result: 0 (no interaction). (9) The miRNA is hsa-miR-6778-3p with sequence UGCCUCCCUGACAUUCCACAG. The protein sequence of the target gene is MAEPTGLLEMSELPGDSSVPQVGTASGVSDVLRGAVGGGVRVQEAREGPVAEAARSMARMPGPVPGPIPSSVPGLASAPDPHQQLAFLEINRQLLFREYLDGSSMIPVRLLRDFEERRRLFVEGCKAREAAFDADPPQMDFAAVAFTVALTASEALSPLAD. Result: 1 (interaction).